Dataset: Forward reaction prediction with 1.9M reactions from USPTO patents (1976-2016). Task: Predict the product of the given reaction. (1) The product is: [OH:20][CH2:19][CH2:18][NH:17][C:5]1[N:6]=[C:7]2[C:2]([NH:1][C:53](=[O:55])[N:8]2[C:9]2[CH:14]=[CH:13][CH:12]=[CH:11][C:10]=2[O:15][CH3:16])=[C:3]([C:21]([NH2:29])=[O:23])[N:4]=1. Given the reactants [NH2:1][C:2]1[C:3]([C:21]([O:23]CC)=O)=[N:4][C:5]([NH:17][CH2:18][CH2:19][OH:20])=[N:6][C:7]=1[NH:8][C:9]1[CH:14]=[CH:13][CH:12]=[CH:11][C:10]=1[O:15][CH3:16].OCC[NH:29]C1N=C(C(OCC)=O)C([N+]([O-])=O)=C(NC2C=CC=CC=2OC)N=1.[CH2:53]([OH:55])C, predict the reaction product. (2) Given the reactants Cl[C:2]1[N:7]=[C:6]2[N:8]([CH:11]3[CH2:16][CH2:15][CH2:14][CH2:13][O:12]3)[N:9]=[CH:10][C:5]2=[CH:4][N:3]=1.[F:17][C:18]1[C:23]([O:24][CH3:25])=[CH:22][C:21]([O:26][CH3:27])=[C:20]([F:28])[C:19]=1B1OC(C)(C)C(C)(C)O1.C(N(C(C)C)CC)(C)C, predict the reaction product. The product is: [F:17][C:18]1[C:23]([O:24][CH3:25])=[CH:22][C:21]([O:26][CH3:27])=[C:20]([F:28])[C:19]=1[C:2]1[N:7]=[C:6]2[N:8]([CH:11]3[CH2:16][CH2:15][CH2:14][CH2:13][O:12]3)[N:9]=[CH:10][C:5]2=[CH:4][N:3]=1.